This data is from TCR-epitope binding with 47,182 pairs between 192 epitopes and 23,139 TCRs. The task is: Binary Classification. Given a T-cell receptor sequence (or CDR3 region) and an epitope sequence, predict whether binding occurs between them. (1) The epitope is NLNESLIDL. The TCR CDR3 sequence is CASSLGQPYEQYF. Result: 0 (the TCR does not bind to the epitope). (2) The epitope is VTIAEILLI. The TCR CDR3 sequence is CASSYRGGRAGETQYF. Result: 0 (the TCR does not bind to the epitope). (3) The epitope is ATDALMTGY. The TCR CDR3 sequence is CASSPREIGNQPQHF. Result: 1 (the TCR binds to the epitope).